Binary Classification. Given a miRNA mature sequence and a target amino acid sequence, predict their likelihood of interaction. From a dataset of Experimentally validated miRNA-target interactions with 360,000+ pairs, plus equal number of negative samples. (1) The miRNA is mmu-miR-654-5p with sequence UGGUAAGCUGCAGAACAUGUGU. The protein sequence of the target gene is MEDGVAGPRLGEVAEAVEARAPRRVTLRPFAPFSAAAEGDGGGGGDWSFIDCEMEEVDLQDLPSATIACHLDPRVFVDGLCRAKFESLFRTYDKDTTFQYFKSFKRVRINFSNPLSAADARLRLHKTEFLGKEMKLYFAQTLHIGSSHLAPPNPDKQFLISPPASPPVGWKQVEDATPVINYDLLYAISKLGPGEKYELHAATDTTPSVVVHVCESDQENEEEEEEMERMKRPKPKIIQTRRPEYTPIHLS. Result: 0 (no interaction). (2) The miRNA is dme-miR-iab-8-5p with sequence UUACGUAUACUGAAGGUAUACCG. The protein sequence of the target gene is MDGAHSAGLQLQPLPPTSGATSTSLSSSEGSFSYKENLIGALLAIFGHLVVSIALNLQKYCHIRLAGSKDPRAYFKTKTWWLGLLLLLLGELGVFASYAFAPLSLIVPLSAVSVIASAIIGIIFIKEKWKPKDFVRRYVLSFVGCGLAIVGTYLLVTFAPNSHEKMTGENIARHLVSWPFLLYMLVAIVLFCLLLYFYKERNANSIVVILLLVALLGSMTVVTVKAVSGMLVLSIQGNLQLDYPIFYVMFVCMVATAIYQATFLSEASQIYDSSLIASVGYILSTTAAITAGAIFYLDFL.... Result: 0 (no interaction). (3) The miRNA is hsa-miR-6831-5p with sequence UAGGUAGAGUGUGAGGAGGAGGUC. The protein sequence of the target gene is MYRALYAFRSAEPNALAFAAGETFLVLERSSAHWWLAARARSGETGYVPPAYLRRLQGLEQDVLQAIDRAIEAVHNTAMRDGGKYSLEQRGVLQKLIHHRKETLSRRGPSASSVAVMTSSTSDHHLDAAAARQPNGVCRAGFERQHSLPSSEHLGADGGLYQIPLPSSQIPPQPRRAAPTTPPPPVKRRDREALMASGSGGHNTMPSGGNSVSSGSSVSSTSLDTLYTSSSPSEPGSSCSPTPPPVPRRGTHTTVSQVQPPPSKASAPEPPAEEEVATGTTSASDDLEALGTLSLGTTEE.... Result: 1 (interaction). (4) The miRNA is mmu-miR-466d-5p with sequence UGUGUGUGCGUACAUGUACAUG. The protein sequence of the target gene is MPFAAVDIQDDCGSPDVPQANPKRSKEEEEDRGDKNDHVKKRKKAKKDYQPNYFLSIPITNKKITTGIKVLQNSILQQDKRLTKAMVGDGSFHITLLVMQLLNEDEVNIGTDALLELKPFVEEILEGKHLALPFQGIGTFQGQVGFVKLADGDHVSALLEIAETAKRTFREKGILAGESRTFKPHLTFMKLSKAPMLRKKGVRKIEPGLYEQFIDHRFGEELLYQIDLCSMLKKKQSNGYYHCESSIVIGEKDRREPEDAELVRLSKRLVENAVLKAVQQYLEETQNKKQPGEGNSTKAE.... Result: 1 (interaction). (5) The miRNA is hsa-miR-610 with sequence UGAGCUAAAUGUGUGCUGGGA. The protein sequence of the target gene is MPPKNKEKGKKSGAQKKKKNWGADVVAESRHRLVVLEKELLRDHLALRRDEARRAKASEDQLRQRLQGVEAELEGARSEGKAIYAEMSRQCHALQEDMQTRSKQLEEEVKGLRGQLEACQREAAAAREEAEQALGERDQALAQLRAHMADMEAKYEEILHDSLDRLLAKLRAIKQQWDGAALRLHARHKEQQRQFGLTPPGSLRPPAPSL. Result: 0 (no interaction).